This data is from Forward reaction prediction with 1.9M reactions from USPTO patents (1976-2016). The task is: Predict the product of the given reaction. (1) The product is: [C:1]([O:5][C:6](=[O:35])[NH:7][C:8]1([C:12]2[CH:13]=[CH:14][C:15]([C:18]3[C:19]([C:29]4[CH:30]=[CH:31][CH:32]=[CH:33][CH:34]=4)=[CH:20][C:21]4[N:26]([CH2:39][C:40]5[CH:45]=[CH:44][CH:43]=[CH:42][N:41]=5)[C:25](=[O:27])[CH2:24][O:23][C:22]=4[N:28]=3)=[CH:16][CH:17]=2)[CH2:11][CH2:10][CH2:9]1)([CH3:4])([CH3:2])[CH3:3]. Given the reactants [C:1]([O:5][C:6](=[O:35])[NH:7][C:8]1([C:12]2[CH:17]=[CH:16][C:15]([C:18]3[C:19]([C:29]4[CH:34]=[CH:33][CH:32]=[CH:31][CH:30]=4)=[CH:20][C:21]4[NH:26][C:25](=[O:27])[CH2:24][O:23][C:22]=4[N:28]=3)=[CH:14][CH:13]=2)[CH2:11][CH2:10][CH2:9]1)([CH3:4])([CH3:3])[CH3:2].[H-].[Na+].Br[CH2:39][C:40]1[CH:45]=[CH:44][CH:43]=[CH:42][N:41]=1.Br.C([O-])(O)=O.[Na+], predict the reaction product. (2) Given the reactants [C:1]([S:5]([C:8]1[CH:9]=[C:10]2[C:15](=[CH:16][C:17]=1[OH:18])[N:14]=[CH:13][CH:12]=[C:11]2[Cl:19])(=[O:7])=[O:6])([CH3:4])([CH3:3])[CH3:2].C([O-])([O-])=O.[K+].[K+].Br[CH2:27][CH2:28][O:29][CH3:30], predict the reaction product. The product is: [C:1]([S:5]([C:8]1[CH:9]=[C:10]2[C:15](=[CH:16][C:17]=1[O:18][CH2:27][CH2:28][O:29][CH3:30])[N:14]=[CH:13][CH:12]=[C:11]2[Cl:19])(=[O:6])=[O:7])([CH3:4])([CH3:2])[CH3:3]. (3) Given the reactants [NH:1]1[CH2:8][CH2:7][CH2:6][C@H:2]1[C:3]([OH:5])=[O:4].C(N(CC)CC)C.[C:16](N=[N+]=[N-])([O:18][C:19]([CH3:22])([CH3:21])[CH3:20])=[O:17].C(Cl)(Cl)Cl.CO, predict the reaction product. The product is: [N:1]1([C:16]([O:18][C:19]([CH3:22])([CH3:21])[CH3:20])=[O:17])[CH2:8][CH2:7][CH2:6][C@H:2]1[C:3]([OH:5])=[O:4]. (4) Given the reactants C(Cl)(=O)OC(C)C.C1(C)C=CC=CC=1.[O:15]=[C:16]1[CH2:21][O:20][C@H:19]2[CH2:22][CH2:23][CH2:24][CH2:25][C@@H:18]2[N:17]1[CH:26]1[CH2:31][CH2:30][N:29]([CH:32]2[CH2:35][CH:34]([C:36](O)=[O:37])[CH2:33]2)[CH2:28][CH2:27]1.C(N(CC)CC)C.[BH4-].[Na+], predict the reaction product. The product is: [OH:37][CH2:36][CH:34]1[CH2:35][CH:32]([N:29]2[CH2:28][CH2:27][CH:26]([N:17]3[C:16](=[O:15])[CH2:21][O:20][C@H:19]4[CH2:22][CH2:23][CH2:24][CH2:25][C@H:18]34)[CH2:31][CH2:30]2)[CH2:33]1.